From a dataset of Full USPTO retrosynthesis dataset with 1.9M reactions from patents (1976-2016). Predict the reactants needed to synthesize the given product. (1) Given the product [CH3:23][CH:19]1[CH2:20][CH2:21][CH2:22][N:18]1[C:14]1[N:13]=[C:12]([NH:11][C:4]2[C:5]3[N:6]([CH:8]=[CH:9][N:10]=3)[N:7]=[C:2]([C:26]3[CH:25]=[N:24][CH:29]=[CH:28][CH:27]=3)[CH:3]=2)[CH:17]=[CH:16][CH:15]=1, predict the reactants needed to synthesize it. The reactants are: Cl[C:2]1[CH:3]=[C:4]([NH:11][C:12]2[CH:17]=[CH:16][CH:15]=[C:14]([N:18]3[CH2:22][CH2:21][CH2:20][CH:19]3[CH3:23])[N:13]=2)[C:5]2[N:6]([CH:8]=[CH:9][N:10]=2)[N:7]=1.[N:24]1[CH:29]=[CH:28][CH:27]=[C:26](B(O)O)[CH:25]=1.CC(C1C=C(C(C)C)C(C2C=CC=CC=2P(C2CCCCC2)C2CCCCC2)=C(C(C)C)C=1)C.C([O-])([O-])=O.[Na+].[Na+]. (2) Given the product [Cl-:1].[CH3:18][O:17][CH2:16][N:8]1[C:7]2[CH:19]=[C:3]([CH2:2][N+:20]3[CH:25]=[CH:24][CH:23]=[C:22]([CH2:26][N:27]4[C:31](=[O:32])[C:30]5=[CH:33][CH:34]=[CH:35][CH:36]=[C:29]5[C:28]4=[O:37])[CH:21]=3)[CH:4]=[CH:5][C:6]=2[S:11][C:10]2[N:12]=[CH:13][CH:14]=[N:15][C:9]1=2, predict the reactants needed to synthesize it. The reactants are: [Cl:1][CH2:2][C:3]1[CH:4]=[CH:5][C:6]2[S:11][C:10]3[N:12]=[CH:13][CH:14]=[N:15][C:9]=3[N:8]([CH2:16][O:17][CH3:18])[C:7]=2[CH:19]=1.[N:20]1[CH:25]=[CH:24][CH:23]=[C:22]([CH2:26][N:27]2[C:31](=[O:32])[C:30]3=[CH:33][CH:34]=[CH:35][CH:36]=[C:29]3[C:28]2=[O:37])[CH:21]=1. (3) Given the product [CH2:1]([S:3][CH2:30][CH:16]1[CH2:17][CH:18]([C:20]2[CH:25]=[CH:24][C:23]([C:26]([F:29])([F:28])[F:27])=[CH:22][CH:21]=2)[CH2:19][N:14]([C:12]([N:6]2[CH2:11][CH2:10][O:9][CH2:8][CH2:7]2)=[O:13])[CH2:15]1)[CH3:2], predict the reactants needed to synthesize it. The reactants are: [CH2:1]([SH:3])[CH3:2].[H-].[Na+].[N:6]1([C:12]([N:14]2[CH2:19][CH:18]([C:20]3[CH:25]=[CH:24][C:23]([C:26]([F:29])([F:28])[F:27])=[CH:22][CH:21]=3)[CH2:17][CH:16]([CH2:30]S([O-])(=O)=O)[CH2:15]2)=[O:13])[CH2:11][CH2:10][O:9][CH2:8][CH2:7]1.O. (4) Given the product [Cl:1][C:2]1[CH:3]=[CH:4][C:5]([C:8]2[C:12]3[CH:13]=[CH:14][C:15]([C:17]#[C:18][CH2:19][O:20][S:22]([CH3:21])(=[O:24])=[O:23])=[CH:16][C:11]=3[S:10][N:9]=2)=[CH:6][CH:7]=1, predict the reactants needed to synthesize it. The reactants are: [Cl:1][C:2]1[CH:7]=[CH:6][C:5]([C:8]2[C:12]3[CH:13]=[CH:14][C:15]([C:17]#[C:18][CH2:19][OH:20])=[CH:16][C:11]=3[S:10][N:9]=2)=[CH:4][CH:3]=1.[CH3:21][S:22](Cl)(=[O:24])=[O:23]. (5) Given the product [CH2:1]([O:3][C:4](=[O:24])[C:5]([N:7]1[C:15]2[C:10](=[CH:11][C:12]([O:16][CH2:17][C:18]3[CH:23]=[CH:22][CH:21]=[CH:20][CH:19]=3)=[CH:13][CH:14]=2)[CH:9]=[CH:8]1)([CH3:26])[CH3:6])[CH3:2], predict the reactants needed to synthesize it. The reactants are: [CH2:1]([O:3][C:4](=[O:24])[CH:5]([N:7]1[C:15]2[C:10](=[CH:11][C:12]([O:16][CH2:17][C:18]3[CH:23]=[CH:22][CH:21]=[CH:20][CH:19]=3)=[CH:13][CH:14]=2)[CH:9]=[CH:8]1)[CH3:6])[CH3:2].[Li+].[CH3:26]C([N-]C(C)C)C.CI. (6) Given the product [NH2:16][CH:5]([CH2:6][C:7]1[C:15]2[C:10](=[N:11][CH:12]=[CH:13][CH:14]=2)[NH:9][CH:8]=1)[CH2:4][OH:3], predict the reactants needed to synthesize it. The reactants are: Cl.C[O:3][C:4](=O)[CH:5]([NH2:16])[CH2:6][C:7]1[C:15]2[C:10](=[N:11][CH:12]=[CH:13][CH:14]=2)[NH:9][CH:8]=1.[H-].[H-].[H-].[H-].[Li+].[Al+3]. (7) Given the product [ClH:34].[NH:8]1[CH2:9][CH:10]([CH2:12][O:13][C:14]2[CH:19]=[CH:18][CH:17]=[CH:16][C:15]=2[C:20]([N:22]2[CH2:36][C:25]3=[C:26]4[N:31]([N:32]=[C:24]3[CH2:23]2)[C:30]([CH3:33])=[C:29]([Cl:34])[C:28]([CH3:35])=[N:27]4)=[O:21])[CH2:11]1, predict the reactants needed to synthesize it. The reactants are: C(OC([N:8]1[CH2:11][CH:10]([CH2:12][O:13][C:14]2[CH:19]=[CH:18][CH:17]=[CH:16][C:15]=2[C:20]([N:22]2[CH2:36][C:25]3=[C:26]4[N:31]([N:32]=[C:24]3[CH2:23]2)[C:30]([CH3:33])=[C:29]([Cl:34])[C:28]([CH3:35])=[N:27]4)=[O:21])[CH2:9]1)=O)(C)(C)C. (8) Given the product [N:18]1[C:19]2[C:24](=[CH:23][N:22]=[CH:21][CH:20]=2)[CH:25]=[C:16]([NH:15][C:13]([C:10]2[CH:11]=[CH:12][NH:8][N:9]=2)=[O:14])[CH:17]=1, predict the reactants needed to synthesize it. The reactants are: FC(F)(F)C([O-])=O.[NH:8]1[CH:12]=[CH:11][C:10]([C:13]([NH:15][C:16]2[CH:17]=[N:18][C:19]3[CH2:20][CH2:21][NH2+:22][CH2:23][C:24]=3[CH:25]=2)=[O:14])=[N:9]1.N1C=CC=CC=1.C1(C)C=C(C)C=C(C)C=1. (9) Given the product [ClH:33].[ClH:57].[NH2:7][C@H:8]1[CH2:13][CH2:12][C@H:11]([NH:14][C:15]2[C:24]3[C:19](=[CH:20][CH:21]=[C:22]([C:25]4[CH:30]=[C:29]([F:31])[C:28]([OH:32])=[C:27]([Cl:33])[CH:26]=4)[N:23]=3)[N:18]=[CH:17][C:16]=2[C:34](=[O:36])[CH3:35])[CH2:10][CH2:9]1, predict the reactants needed to synthesize it. The reactants are: C(OC(=O)[NH:7][CH:8]1[CH2:13][CH2:12][CH:11]([NH:14][C:15]2[C:24]3[C:19](=[CH:20][CH:21]=[C:22]([C:25]4[CH:30]=[C:29]([F:31])[C:28]([OH:32])=[C:27]([Cl:33])[CH:26]=4)[N:23]=3)[N:18]=[CH:17][C:16]=2[C:34](=[O:36])[CH3:35])[CH2:10][CH2:9]1)(C)(C)C.C(O)(C(F)(F)F)=O.C1(N)C(F)=C(F)C(F)=C(N)C=1F.[ClH:57].Cl. (10) Given the product [CH2:18]([N:6]1[C:5]2[CH:10]=[CH:11][C:2]([Br:1])=[CH:3][C:4]=2[O:8][C:7]1=[O:9])[C:19]1[CH:24]=[CH:23][CH:22]=[CH:21][CH:20]=1, predict the reactants needed to synthesize it. The reactants are: [Br:1][C:2]1[CH:11]=[CH:10][C:5]2[NH:6][C:7](=[O:9])[O:8][C:4]=2[CH:3]=1.CC(C)([O-])C.[K+].[CH2:18](Br)[C:19]1[CH:24]=[CH:23][CH:22]=[CH:21][CH:20]=1.O.